Task: Regression. Given two drug SMILES strings and cell line genomic features, predict the synergy score measuring deviation from expected non-interaction effect.. Dataset: NCI-60 drug combinations with 297,098 pairs across 59 cell lines (1) Drug 1: COC1=CC(=CC(=C1O)OC)C2C3C(COC3=O)C(C4=CC5=C(C=C24)OCO5)OC6C(C(C7C(O6)COC(O7)C8=CC=CS8)O)O. Drug 2: C1=C(C(=O)NC(=O)N1)F. Cell line: TK-10. Synergy scores: CSS=38.5, Synergy_ZIP=-3.20, Synergy_Bliss=-1.87, Synergy_Loewe=6.69, Synergy_HSA=7.97. (2) Drug 1: C1CC(C1)(C(=O)O)C(=O)O.[NH2-].[NH2-].[Pt+2]. Drug 2: CC1=C(C=C(C=C1)C(=O)NC2=CC(=CC(=C2)C(F)(F)F)N3C=C(N=C3)C)NC4=NC=CC(=N4)C5=CN=CC=C5. Cell line: M14. Synergy scores: CSS=2.88, Synergy_ZIP=0.265, Synergy_Bliss=2.17, Synergy_Loewe=0.249, Synergy_HSA=0.696. (3) Drug 1: C1=NC2=C(N=C(N=C2N1C3C(C(C(O3)CO)O)O)F)N. Drug 2: C1CC(C1)(C(=O)O)C(=O)O.[NH2-].[NH2-].[Pt+2]. Cell line: MOLT-4. Synergy scores: CSS=58.2, Synergy_ZIP=-2.08, Synergy_Bliss=-1.90, Synergy_Loewe=-9.30, Synergy_HSA=-3.94. (4) Drug 1: CN(C(=O)NC(C=O)C(C(C(CO)O)O)O)N=O. Drug 2: COCCOC1=C(C=C2C(=C1)C(=NC=N2)NC3=CC=CC(=C3)C#C)OCCOC.Cl. Cell line: MALME-3M. Synergy scores: CSS=10.2, Synergy_ZIP=2.01, Synergy_Bliss=6.42, Synergy_Loewe=6.19, Synergy_HSA=5.11. (5) Drug 1: CC1C(C(CC(O1)OC2CC(OC(C2O)C)OC3=CC4=CC5=C(C(=O)C(C(C5)C(C(=O)C(C(C)O)O)OC)OC6CC(C(C(O6)C)O)OC7CC(C(C(O7)C)O)OC8CC(C(C(O8)C)O)(C)O)C(=C4C(=C3C)O)O)O)O. Drug 2: C1C(C(OC1N2C=NC(=NC2=O)N)CO)O. Cell line: NCI-H460. Synergy scores: CSS=60.8, Synergy_ZIP=-1.06, Synergy_Bliss=1.04, Synergy_Loewe=-0.908, Synergy_HSA=0.372. (6) Drug 1: CN1CCC(CC1)COC2=C(C=C3C(=C2)N=CN=C3NC4=C(C=C(C=C4)Br)F)OC. Drug 2: CNC(=O)C1=NC=CC(=C1)OC2=CC=C(C=C2)NC(=O)NC3=CC(=C(C=C3)Cl)C(F)(F)F. Cell line: OVCAR-4. Synergy scores: CSS=20.1, Synergy_ZIP=-9.00, Synergy_Bliss=-0.864, Synergy_Loewe=-1.88, Synergy_HSA=-1.76. (7) Drug 1: C1CN1P(=S)(N2CC2)N3CC3. Drug 2: CN(C(=O)NC(C=O)C(C(C(CO)O)O)O)N=O. Cell line: TK-10. Synergy scores: CSS=8.60, Synergy_ZIP=-2.14, Synergy_Bliss=-3.49, Synergy_Loewe=-16.8, Synergy_HSA=-4.29.